From a dataset of Full USPTO retrosynthesis dataset with 1.9M reactions from patents (1976-2016). Predict the reactants needed to synthesize the given product. (1) Given the product [NH2:16][C:14]1[CH:13]=[CH:12][C:9]([C:10]#[N:11])=[C:8]([F:7])[CH:15]=1, predict the reactants needed to synthesize it. The reactants are: [Cl-].[NH4+].C(O)(=O)C.[F:7][C:8]1[CH:15]=[C:14]([N+:16]([O-])=O)[CH:13]=[CH:12][C:9]=1[C:10]#[N:11]. (2) Given the product [CH:33]1([CH2:32][N:28]2[CH2:29][CH2:30][C:22]3[C:21]([NH:20][C:12]4[CH:11]=[N:10][C:19]5[C:14]([CH:13]=4)=[CH:15][CH:16]=[CH:17][CH:18]=5)=[N:26][CH:25]=[N:24][C:23]=3[CH2:27]2)[CH2:38][CH2:37][CH2:36][CH2:35][CH2:34]1, predict the reactants needed to synthesize it. The reactants are: C(N(C(C)C)CC)(C)C.[N:10]1[C:19]2[C:14](=[CH:15][CH:16]=[CH:17][CH:18]=2)[CH:13]=[C:12]([NH:20][C:21]2[C:22]3[CH2:30][CH2:29][NH:28][CH2:27][C:23]=3[N:24]=[CH:25][N:26]=2)[CH:11]=1.Br[CH2:32][CH:33]1[CH2:38][CH2:37][CH2:36][CH2:35][CH2:34]1.